Task: Predict the product of the given reaction.. Dataset: Forward reaction prediction with 1.9M reactions from USPTO patents (1976-2016) (1) Given the reactants [Br:1][C:2]1[CH:3]=[C:4]([N+:9]([O-])=O)[C:5]([OH:8])=[N:6][CH:7]=1.O.O.[Sn](Cl)(Cl)(Cl)Cl, predict the reaction product. The product is: [NH2:9][C:4]1[C:5]([OH:8])=[N:6][CH:7]=[C:2]([Br:1])[CH:3]=1. (2) The product is: [CH3:11][C:8]1[N:7]([CH2:12][C:13]2[CH:18]=[CH:17][CH:16]=[C:15]([C:19]([F:20])([F:22])[F:21])[C:14]=2[CH3:23])[C:6]2[CH:5]=[C:4]([N:24]3[CH2:25][CH2:26][O:27][CH2:28][CH2:29]3)[CH:3]=[C:2]([CH3:30])[C:10]=2[N:9]=1. Given the reactants Br[C:2]1[C:10]2[N:9]=[C:8]([CH3:11])[N:7]([CH2:12][C:13]3[CH:18]=[CH:17][CH:16]=[C:15]([C:19]([F:22])([F:21])[F:20])[C:14]=3[CH3:23])[C:6]=2[CH:5]=[C:4]([N:24]2[CH2:29][CH2:28][O:27][CH2:26][CH2:25]2)[CH:3]=1.[CH3:30]B1OB(C)OB(C)O1.C(=O)([O-])[O-].[K+].[K+].O, predict the reaction product. (3) Given the reactants [N+](=[C:3]([C:8]1[CH:13]=[CH:12][CH:11]=[CH:10][CH:9]=1)[C:4]([O:6][CH3:7])=[O:5])=[N-].[CH:14](/[C:18]1[CH:23]=[CH:22][CH:21]=[CH:20][CH:19]=1)=[CH:15]\[CH:16]=[CH2:17], predict the reaction product. The product is: [C:8]1([C:3]2([C:4]([O:6][CH3:7])=[O:5])[CH2:17][CH:16]2/[CH:15]=[CH:14]/[C:18]2[CH:23]=[CH:22][CH:21]=[CH:20][CH:19]=2)[CH:13]=[CH:12][CH:11]=[CH:10][CH:9]=1. (4) Given the reactants [Cl:1][C:2]1[CH:7]=[CH:6][CH:5]=[CH:4][C:3]=1[N:8]1[C:12]([S:13][C:14]2[CH:15]=[N:16][CH:17]=[C:18]([F:20])[CH:19]=2)=[CH:11][C:10]([CH2:21][N:22]([CH3:30])[C:23](=[O:29])[O:24][C:25]([CH3:28])([CH3:27])[CH3:26])=[N:9]1.C(#N)C.C([O-])([O-])=[O:35].C([O-])([O-])=O.OO.OO.OO.[Na+].[Na+].[Na+].[Na+].[OH2:52], predict the reaction product. The product is: [Cl:1][C:2]1[CH:7]=[CH:6][CH:5]=[CH:4][C:3]=1[N:8]1[C:12]([S:13]([C:14]2[CH:15]=[N:16][CH:17]=[C:18]([F:20])[CH:19]=2)(=[O:35])=[O:52])=[CH:11][C:10]([CH2:21][N:22]([CH3:30])[C:23](=[O:29])[O:24][C:25]([CH3:26])([CH3:27])[CH3:28])=[N:9]1. (5) Given the reactants O[C:2]1[C:10]2[C:5](=[CH:6][CH:7]=[CH:8][CH:9]=2)[C:4](=[O:11])[N:3]=1.[C:12]([CH:17]=P(C1C=CC=CC=1)(C1C=CC=CC=1)C1C=CC=CC=1)([O:14]CC)=[O:13].[C:37](=O)([O-])[O-:38].[K+].[K+].[C:43]1([CH3:49])[CH:48]=[CH:47][CH:46]=[CH:45][CH:44]=1, predict the reaction product. The product is: [CH3:37][O:38][C:46]1[CH:47]=[CH:48][C:43]([CH2:49][N:3]2[C:4](=[O:11])[C:5]3[C:10](=[CH:9][CH:8]=[CH:7][CH:6]=3)[CH:2]2[CH2:17][C:12]([OH:14])=[O:13])=[CH:44][CH:45]=1. (6) Given the reactants [CH3:1][O:2][C:3](=[O:25])[CH2:4][C:5]1[CH:10]=[CH:9][C:8]([O:11][CH3:12])=[C:7]([O:13][C:14]2[CH:19]=[CH:18][C:17]([Br:20])=[CH:16][C:15]=2[CH2:21][NH:22][CH2:23][CH3:24])[CH:6]=1.[C:26](Cl)(=[O:28])[CH3:27], predict the reaction product. The product is: [CH3:1][O:2][C:3](=[O:25])[CH2:4][C:5]1[CH:10]=[CH:9][C:8]([O:11][CH3:12])=[C:7]([O:13][C:14]2[CH:19]=[CH:18][C:17]([Br:20])=[CH:16][C:15]=2[CH2:21][N:22]([C:26](=[O:28])[CH3:27])[CH2:23][CH3:24])[CH:6]=1.